This data is from Full USPTO retrosynthesis dataset with 1.9M reactions from patents (1976-2016). The task is: Predict the reactants needed to synthesize the given product. The reactants are: Cl.[F:2][C:3]1[C:4]([C:26]([F:29])([F:28])[F:27])=[C:5]([CH:9]2[CH2:14][CH2:13][N:12]([C:15]([C:17]3[C:25]4[CH2:24][CH2:23][NH:22][CH2:21][C:20]=4[NH:19][N:18]=3)=[O:16])[CH2:11][CH2:10]2)[CH:6]=[CH:7][CH:8]=1.[CH:30]1([CH:33]=O)[CH2:32][CH2:31]1.C(N1CCC2C(C(N3CCC(C4C=CC=C(F)C=4C(F)(F)F)CC3)=O)=NNC=2C1)C. Given the product [CH:30]1([CH2:33][N:22]2[CH2:23][CH2:24][C:25]3[C:17]([C:15]([N:12]4[CH2:11][CH2:10][CH:9]([C:5]5[CH:6]=[CH:7][CH:8]=[C:3]([F:2])[C:4]=5[C:26]([F:29])([F:27])[F:28])[CH2:14][CH2:13]4)=[O:16])=[N:18][NH:19][C:20]=3[CH2:21]2)[CH2:32][CH2:31]1, predict the reactants needed to synthesize it.